This data is from Reaction yield outcomes from USPTO patents with 853,638 reactions. The task is: Predict the reaction yield, written as a fraction of the theoretical maximum amount of product (1.0 means a 100% yield; for example, 0.34 means a 34% yield). The reactants are [NH2:1][CH2:2][CH2:3][CH2:4][CH2:5][C:6]1[CH:18]=[CH:17][C:9]([O:10][CH2:11][C:12]([N:14]([CH3:16])[CH3:15])=[O:13])=[CH:8][CH:7]=1.I.[NH2:20][C:21]1[C:22]([C:29]([NH:31][C:32](=[NH:35])SC)=[O:30])=[N:23][C:24]([Cl:28])=[C:25]([NH2:27])[N:26]=1. The catalyst is C(O)C. The product is [NH2:20][C:21]1[C:22]([C:29]([N:31]=[C:32]([NH2:35])[NH:1][CH2:2][CH2:3][CH2:4][CH2:5][C:6]2[CH:18]=[CH:17][C:9]([O:10][CH2:11][C:12]([N:14]([CH3:15])[CH3:16])=[O:13])=[CH:8][CH:7]=2)=[O:30])=[N:23][C:24]([Cl:28])=[C:25]([NH2:27])[N:26]=1. The yield is 0.280.